From a dataset of Forward reaction prediction with 1.9M reactions from USPTO patents (1976-2016). Predict the product of the given reaction. Given the reactants [CH3:1][Si]([N-][Si](C)(C)C)(C)C.[Li+].[CH:11]([C:13]1[CH:18]=[CH:17][C:16]([C:19]2[CH:24]=[CH:23][C:22]([C:25]([O:27][CH3:28])=[O:26])=[CH:21][CH:20]=2)=[C:15]([O:29][CH3:30])[CH:14]=1)=O, predict the reaction product. The product is: [CH3:30][O:29][C:15]1[CH:14]=[C:13]([CH:11]=[CH2:1])[CH:18]=[CH:17][C:16]=1[C:19]1[CH:24]=[CH:23][C:22]([C:25]([O:27][CH3:28])=[O:26])=[CH:21][CH:20]=1.